Dataset: Forward reaction prediction with 1.9M reactions from USPTO patents (1976-2016). Task: Predict the product of the given reaction. (1) Given the reactants Cl[CH2:2][C:3]1[N:13]([CH2:14][CH2:15][CH:16]2[CH2:21][CH2:20][CH2:19][CH2:18][CH2:17]2)[C:6]2[N:7]=[C:8]([C:11]#[N:12])[N:9]=[CH:10][C:5]=2[CH:4]=1.[C:22]([O:26][C:27](=[O:36])[NH:28][C:29]1[CH:34]=[CH:33][C:32]([OH:35])=[CH:31][CH:30]=1)([CH3:25])([CH3:24])[CH3:23], predict the reaction product. The product is: [C:22]([O:26][C:27](=[O:36])[NH:28][C:29]1[CH:30]=[CH:31][C:32]([O:35][CH2:2][C:3]2[N:13]([CH2:14][CH2:15][CH:16]3[CH2:21][CH2:20][CH2:19][CH2:18][CH2:17]3)[C:6]3[N:7]=[C:8]([C:11]#[N:12])[N:9]=[CH:10][C:5]=3[CH:4]=2)=[CH:33][CH:34]=1)([CH3:25])([CH3:23])[CH3:24]. (2) Given the reactants [OH:1][CH2:2][C:3]([OH:5])=O.ON1C2C=CC=CC=2N=N1.Cl.C(N=C=NCCCN(C)C)C.[CH:28]12[NH:35][CH:32]([CH2:33][CH2:34]1)[CH2:31][CH:30]([NH:36][C:37]1[CH:38]=[C:39]3[C:43](=[CH:44][CH:45]=1)[NH:42][N:41]=[CH:40]3)[CH2:29]2.C(=O)([O-])O.[Na+], predict the reaction product. The product is: [NH:42]1[C:43]2[C:39](=[CH:38][C:37]([NH:36][CH:30]3[CH2:31][CH:32]4[N:35]([C:3](=[O:5])[CH2:2][OH:1])[CH:28]([CH2:34][CH2:33]4)[CH2:29]3)=[CH:45][CH:44]=2)[CH:40]=[N:41]1.